Dataset: Catalyst prediction with 721,799 reactions and 888 catalyst types from USPTO. Task: Predict which catalyst facilitates the given reaction. (1) Reactant: [NH2:1][C:2]1[C:6]2[CH:7]=[N:8][C:9]([NH:11][C:12]([NH:14][C@@H:15]([C:17]3[CH:22]=[CH:21][CH:20]=[CH:19][CH:18]=3)[CH3:16])=[O:13])=[CH:10][C:5]=2[N:4]([C:23]([C:36]2[CH:41]=[CH:40][CH:39]=[CH:38][CH:37]=2)([C:30]2[CH:35]=[CH:34][CH:33]=[CH:32][CH:31]=2)[C:24]2[CH:29]=[CH:28][CH:27]=[CH:26][CH:25]=2)[N:3]=1.N1C=CC=CC=1.Cl[C:49]([O:51][CH2:52][CH3:53])=[O:50].C(O)C(N)(CO)CO. Product: [C:17]1([C@H:15]([NH:14][C:12](=[O:13])[NH:11][C:9]2[N:8]=[CH:7][C:6]3[C:2]([NH:1][C:49](=[O:50])[O:51][CH2:52][CH3:53])=[N:3][N:4]([C:23]([C:24]4[CH:25]=[CH:26][CH:27]=[CH:28][CH:29]=4)([C:36]4[CH:41]=[CH:40][CH:39]=[CH:38][CH:37]=4)[C:30]4[CH:31]=[CH:32][CH:33]=[CH:34][CH:35]=4)[C:5]=3[CH:10]=2)[CH3:16])[CH:22]=[CH:21][CH:20]=[CH:19][CH:18]=1. The catalyst class is: 2. (2) Reactant: [Cl:1][C:2]1[CH:8]=[C:7]([O:9][C:10]2[C:19]3[C:14](=[CH:15][C:16]([O:22][CH3:23])=[C:17]([O:20][CH3:21])[CH:18]=3)[N:13]=[CH:12][N:11]=2)[CH:6]=[CH:5][C:3]=1[NH2:4].ClC(Cl)(O[C:28](=[O:34])OC(Cl)(Cl)Cl)Cl.[CH2:36]([NH:39][CH2:40][CH2:41][CH3:42])[CH2:37][CH3:38].CO. Product: [Cl:1][C:2]1[CH:8]=[C:7]([O:9][C:10]2[C:19]3[C:14](=[CH:15][C:16]([O:22][CH3:23])=[C:17]([O:20][CH3:21])[CH:18]=3)[N:13]=[CH:12][N:11]=2)[CH:6]=[CH:5][C:3]=1[NH:4][C:28](=[O:34])[N:39]([CH2:40][CH2:41][CH3:42])[CH2:36][CH2:37][CH3:38]. The catalyst class is: 542. (3) Reactant: [F:1][C:2]1[CH:3]=[N:4][C:5]([CH:8]2[CH2:10][CH:9]2[CH2:11][NH:12]C(=O)OCC2C=CC=CC=2)=[N:6][CH:7]=1. Product: [F:1][C:2]1[CH:7]=[N:6][C:5]([CH:8]2[CH2:10][CH:9]2[CH2:11][NH2:12])=[N:4][CH:3]=1. The catalyst class is: 43. (4) Reactant: [OH:1][C:2]1[CH:3]=[C:4]2[C:9](=[CH:10][CH:11]=1)[C:8](=[O:12])[NH:7][CH2:6][CH2:5]2.[F:13][C:14]1[CH:15]=[C:16]([CH:19]=[CH:20][CH:21]=1)[CH2:17]Br.C(=O)([O-])[O-].[K+].[K+].CN(C)C=O. Product: [F:13][C:14]1[CH:15]=[C:16]([CH:19]=[CH:20][CH:21]=1)[CH2:17][O:1][C:2]1[CH:3]=[C:4]2[C:9](=[CH:10][CH:11]=1)[C:8](=[O:12])[NH:7][CH2:6][CH2:5]2. The catalyst class is: 6. (5) Reactant: [F-].C([N+](CCCC)(CCCC)CCCC)CCC.[C:19]([O:23][C:24](=[O:44])[NH:25][C@@H:26]1[CH2:34][C:33]2[C:28](=[CH:29][CH:30]=[CH:31][CH:32]=2)[C@H:27]1[CH2:35][O:36][Si](C(C)(C)C)(C)C)([CH3:22])([CH3:21])[CH3:20]. The catalyst class is: 1. Product: [C:19]([O:23][C:24](=[O:44])[NH:25][C@@H:26]1[CH2:34][C:33]2[C:28](=[CH:29][CH:30]=[CH:31][CH:32]=2)[C@H:27]1[CH2:35][OH:36])([CH3:22])([CH3:20])[CH3:21].